Predict which catalyst facilitates the given reaction. From a dataset of Catalyst prediction with 721,799 reactions and 888 catalyst types from USPTO. (1) Reactant: [OH-].[Na+].[Cl:3][C:4]1[C:5]([CH3:42])=[C:6]([NH:10][C:11]([C:13]2[C:21]3[N:20]=[C:19]([NH:22][CH2:23][C:24]([CH3:28])([CH3:27])[CH2:25][OH:26])[NH:18][C:17]=3[CH:16]=[C:15]([NH:29][C:30]([C:32]3[CH:37]=[CH:36][CH:35]=[CH:34][C:33]=3[C:38]([F:41])([F:40])[F:39])=[O:31])[CH:14]=2)=[O:12])[CH:7]=[CH:8][CH:9]=1.[CH3:43]I. Product: [Cl:3][C:4]1[C:5]([CH3:42])=[C:6]([NH:10][C:11]([C:13]2[C:21]3[N:20]=[C:19]([NH:22][CH2:23][C:24]([CH3:28])([CH3:27])[CH2:25][OH:26])[N:18]([CH3:43])[C:17]=3[CH:16]=[C:15]([NH:29][C:30]([C:32]3[CH:37]=[CH:36][CH:35]=[CH:34][C:33]=3[C:38]([F:39])([F:40])[F:41])=[O:31])[CH:14]=2)=[O:12])[CH:7]=[CH:8][CH:9]=1. The catalyst class is: 39. (2) Reactant: FC(F)(F)C(O)=O.C([SiH](CC)CC)C.[CH2:15]([C:17]1[NH:18][C:19]2[C:24]([CH:25]=1)=[CH:23][CH:22]=[CH:21][CH:20]=2)[CH3:16].[N+:26]([C:29]1[CH:36]=[CH:35][C:32]([CH:33]=O)=[CH:31][CH:30]=1)([O-:28])=[O:27].[OH-].[Na+].[Cl-].[Na+]. Product: [CH2:15]([C:17]1[NH:18][C:19]2[C:24]([C:25]=1[CH2:33][C:32]1[CH:35]=[CH:36][C:29]([N+:26]([O-:28])=[O:27])=[CH:30][CH:31]=1)=[CH:23][CH:22]=[CH:21][CH:20]=2)[CH3:16]. The catalyst class is: 4. (3) Reactant: Br[C:2]1[CH:7]=[CH:6][C:5]([N:8]2[C:13]3=[N:14][C:15]4[C:20]([Cl:21])=[CH:19][CH:18]=[C:17]([CH:22]([O:27][CH:28]([F:30])[F:29])[C:23]([F:26])([F:25])[F:24])[C:16]=4[N:12]3[CH2:11][CH2:10][CH2:9]2)=[C:4]([CH3:31])[CH:3]=1.[CH3:32][S:33]([O-:35])=[O:34].[Na+].N1CCC[C@H]1C(O)=O.[OH-].[Na+].[Cl-].[NH4+]. Product: [Cl:21][C:20]1[C:15]2[N:14]=[C:13]3[N:8]([C:5]4[CH:6]=[CH:7][C:2]([S:33]([CH3:32])(=[O:35])=[O:34])=[CH:3][C:4]=4[CH3:31])[CH2:9][CH2:10][CH2:11][N:12]3[C:16]=2[C:17]([CH:22]([O:27][CH:28]([F:29])[F:30])[C:23]([F:24])([F:25])[F:26])=[CH:18][CH:19]=1. The catalyst class is: 156. (4) Reactant: CN(C=O)C.[F:6][C:7]1[CH:12]=[C:11]([N+:13]([O-:15])=[O:14])[CH:10]=[CH:9][C:8]=1[N:16]1[CH2:21][CH2:20][NH:19][CH2:18][CH2:17]1.C([O-])([O-])=O.[K+].[K+].Br[CH:29]([C:37]1[CH:42]=[CH:41][CH:40]=[CH:39][CH:38]=1)[C:30]([N:32]([CH2:35][CH3:36])[CH2:33][CH3:34])=[O:31]. Product: [CH2:35]([N:32]([CH2:33][CH3:34])[C:30](=[O:31])[CH:29]([N:19]1[CH2:20][CH2:21][N:16]([C:8]2[CH:9]=[CH:10][C:11]([N+:13]([O-:15])=[O:14])=[CH:12][C:7]=2[F:6])[CH2:17][CH2:18]1)[C:37]1[CH:42]=[CH:41][CH:40]=[CH:39][CH:38]=1)[CH3:36]. The catalyst class is: 237. (5) Reactant: Cl[C:2]1[CH:7]=[C:6]([CH3:8])[CH:5]=[CH:4][N+:3]=1[O-:9].[NH2:10][CH2:11][CH2:12][CH2:13][OH:14].C([O-])(O)=O.[Na+].C(O)(CC)(C)C. Product: [OH:14][CH2:13][CH2:12][CH2:11][NH:10][C:2]1[CH:7]=[C:6]([CH3:8])[CH:5]=[CH:4][N+:3]=1[O-:9]. The catalyst class is: 2. (6) Reactant: [C:1]1([C:7]2[CH:8]=[CH:9][CH:10]=[C:11]([C:14]([O:16]C)=[O:15])[N+:12]=2[O-:13])[CH:6]=[CH:5][CH:4]=[CH:3][CH:2]=1.[OH-].[Na+]. Product: [C:1]1([C:7]2[CH:8]=[CH:9][CH:10]=[C:11]([C:14]([OH:16])=[O:15])[N+:12]=2[O-:13])[CH:2]=[CH:3][CH:4]=[CH:5][CH:6]=1. The catalyst class is: 5. (7) Reactant: [Cl:1][C:2]1[CH:3]=[C:4]([C:8]([C:17]2[N:18]=[CH:19][N:20](C(C3C=CC=CC=3)(C3C=CC=CC=3)C3C=CC=CC=3)[CH:21]=2)(O)[CH2:9][C:10]2[CH:15]=[CH:14][CH:13]=[CH:12][CH:11]=2)[CH:5]=[CH:6][CH:7]=1.CC(O)C.[OH-].[Na+]. Product: [Cl:1][C:2]1[CH:3]=[C:4]([C:8]([C:17]2[N:18]=[CH:19][NH:20][CH:21]=2)=[CH:9][C:10]2[CH:15]=[CH:14][CH:13]=[CH:12][CH:11]=2)[CH:5]=[CH:6][CH:7]=1. The catalyst class is: 22. (8) Reactant: [N+:1]([C:4]1[CH:27]=[CH:26][CH:25]=[CH:24][C:5]=1[CH2:6][C:7]1[C:12](=[O:13])[N:11]([C:14]2[CH:19]=[CH:18][CH:17]=[CH:16][CH:15]=2)[C:10]2[N:20]=[CH:21][CH:22]=[CH:23][C:9]=2[N:8]=1)([O-])=O.C(O)(=O)C. Product: [NH2:1][C:4]1[CH:27]=[CH:26][CH:25]=[CH:24][C:5]=1[CH2:6][C:7]1[C:12](=[O:13])[N:11]([C:14]2[CH:15]=[CH:16][CH:17]=[CH:18][CH:19]=2)[C:10]2[N:20]=[CH:21][CH:22]=[CH:23][C:9]=2[N:8]=1. The catalyst class is: 186. (9) Reactant: [NH2:1][C:2]1[CH:7]=[C:6]([CH3:8])[CH:5]=[C:4]([CH3:9])[C:3]=1[OH:10].C(N(CC)CC)C.[Br:18][C:19]1[CH:24]=[CH:23][C:22]([N:25]=[C:26]=S)=[CH:21][CH:20]=1. Product: [Br:18][C:19]1[CH:24]=[CH:23][C:22]([NH:25][C:26]2[O:10][C:3]3[C:4]([CH3:9])=[CH:5][C:6]([CH3:8])=[CH:7][C:2]=3[N:1]=2)=[CH:21][CH:20]=1. The catalyst class is: 7.